This data is from Full USPTO retrosynthesis dataset with 1.9M reactions from patents (1976-2016). The task is: Predict the reactants needed to synthesize the given product. (1) Given the product [CH:12]([N:14]1[CH2:19][CH2:18][N:17]([C:8]([CH:5]2[CH2:4][CH2:3][C:2](=[O:1])[CH2:7][CH2:6]2)=[O:10])[CH2:16][CH2:15]1)([CH3:13])[CH3:11], predict the reactants needed to synthesize it. The reactants are: [O:1]=[C:2]1[CH2:7][CH2:6][CH:5]([C:8]([OH:10])=O)[CH2:4][CH2:3]1.[CH3:11][CH:12]([N:14]1[CH2:19][CH2:18][NH:17][CH2:16][CH2:15]1)[CH3:13].CN(C(ON1N=NC2C=CC=CC1=2)=[N+](C)C)C.[B-](F)(F)(F)F.CCN(C(C)C)C(C)C. (2) Given the product [ClH:24].[O:1]1[C:5]2[CH:6]=[CH:7][C:8]([CH2:10][CH:11]3[CH2:16][CH2:15][NH:14][CH2:13][CH2:12]3)=[CH:9][C:4]=2[O:3][CH2:2]1, predict the reactants needed to synthesize it. The reactants are: [O:1]1[C:5]2[CH:6]=[CH:7][C:8]([CH2:10][CH:11]3[CH2:16][CH2:15][N:14](C(OC(C)(C)C)=O)[CH2:13][CH2:12]3)=[CH:9][C:4]=2[O:3][CH2:2]1.[ClH:24]. (3) Given the product [C:1]([O:5][C:6]([N:7]1[CH2:8][CH2:9][O:13][C@H:12]([C:14]2[CH:19]=[CH:18][C:17]([Cl:20])=[C:16]([F:21])[CH:15]=2)[CH2:11]1)=[O:22])([CH3:4])([CH3:3])[CH3:2], predict the reactants needed to synthesize it. The reactants are: [C:1]([O:5][C:6](=[O:22])[N:7]([CH2:11][C@@H:12]([C:14]1[CH:19]=[CH:18][C:17]([Cl:20])=[C:16]([F:21])[CH:15]=1)[OH:13])[CH2:8][CH2:9]O)([CH3:4])([CH3:3])[CH3:2].C1(P(C2C=CC=CC=2)C2C=CC=CC=2)C=CC=CC=1.N(C(OC(C)C)=O)=NC(OC(C)C)=O. (4) Given the product [Br:18][C:5]1[O:1][C:2]([C:6]2[CH:7]=[CH:8][C:9]([O:14][CH:15]([CH3:17])[CH3:16])=[C:10]([CH:13]=2)[C:11]#[N:12])=[N:3][CH:4]=1, predict the reactants needed to synthesize it. The reactants are: [O:1]1[CH2:5][CH2:4][N:3]=[C:2]1[C:6]1[CH:7]=[CH:8][C:9]([O:14][CH:15]([CH3:17])[CH3:16])=[C:10]([CH:13]=1)[C:11]#[N:12].[Br:18]NC(=O)CCC(N)=O. (5) Given the product [CH2:12]([C:3]1[C:4](=[O:10])[C:5](=[O:9])[C:6]=1[O:7][CH3:8])[CH2:13][CH2:14][CH2:15][CH2:16][CH3:17], predict the reactants needed to synthesize it. The reactants are: CO[C:3]1[C:4](=[O:10])[C:5](=[O:9])[C:6]=1[O:7][CH3:8].Br[CH2:12][CH2:13][CH2:14][CH2:15][CH2:16][CH3:17].C1COCC1. (6) Given the product [Cl:1][C:2]1[CH:3]=[C:4]([CH2:9][C:10]([OH:12])=[O:11])[CH:5]=[CH:6][C:7]=1[O:8][S:15]([C:14]([F:27])([F:26])[F:13])(=[O:17])=[O:16], predict the reactants needed to synthesize it. The reactants are: [Cl:1][C:2]1[CH:3]=[C:4]([CH2:9][C:10]([OH:12])=[O:11])[CH:5]=[CH:6][C:7]=1[OH:8].[F:13][C:14]([F:27])([F:26])[S:15](O[S:15]([C:14]([F:27])([F:26])[F:13])(=[O:17])=[O:16])(=[O:17])=[O:16].C(N(CC)CC)C.